From a dataset of Reaction yield outcomes from USPTO patents with 853,638 reactions. Predict the reaction yield, written as a fraction of the theoretical maximum amount of product (1.0 means a 100% yield; for example, 0.34 means a 34% yield). The reactants are [C:1]12([CH:11]([OH:24])[CH2:12][NH:13][C:14]3[C:15]4[CH2:23][CH2:22][NH:21][CH2:20][C:16]=4[N:17]=[CH:18][N:19]=3)[CH2:10][CH:5]3[CH2:6][CH:7]([CH2:9][CH:3]([CH2:4]3)[CH2:2]1)[CH2:8]2.[C:25]([O:29][C:30]([NH:32][C@@H:33]([C:41](O)=[O:42])[CH2:34][C:35]1[CH:40]=[CH:39][CH:38]=[CH:37][CH:36]=1)=[O:31])([CH3:28])([CH3:27])[CH3:26].O.ON1C2C=CC=CC=2N=N1.Cl.CN(C)CCCN=C=NCC.C(N(CC)C(C)C)(C)C. The catalyst is C(Cl)Cl. The product is [C:25]([O:29][C:30](=[O:31])[NH:32][C@H:33]([CH2:34][C:35]1[CH:40]=[CH:39][CH:38]=[CH:37][CH:36]=1)[C:41]([N:21]1[CH2:22][CH2:23][C:15]2[C:14]([NH:13][CH2:12][CH:11]([C:1]34[CH2:2][CH:3]5[CH2:4][CH:5]([CH2:6][CH:7]([CH2:9]5)[CH2:8]3)[CH2:10]4)[OH:24])=[N:19][CH:18]=[N:17][C:16]=2[CH2:20]1)=[O:42])([CH3:28])([CH3:26])[CH3:27]. The yield is 0.600.